From a dataset of Full USPTO retrosynthesis dataset with 1.9M reactions from patents (1976-2016). Predict the reactants needed to synthesize the given product. (1) Given the product [CH2:47]([C:4]([OH:3])([CH2:40][CH3:41])[CH2:5][O:6][C@H:7]1[CH2:8][C@H:9]([N:11]2[C:16](=[O:17])[C:15]([CH2:18][C:19]3[CH:24]=[CH:23][C:22]([C:25]4[C:26]([C:31]#[N:32])=[CH:27][CH:28]=[CH:29][CH:30]=4)=[CH:21][CH:20]=3)=[C:14]([CH2:33][CH2:34][CH3:35])[N:13]3[N:36]=[CH:37][N:38]=[C:12]23)[CH2:10]1)[CH3:48], predict the reactants needed to synthesize it. The reactants are: C([O:3][C:4](=O)[CH2:5][O:6][C@H:7]1[CH2:10][C@H:9]([N:11]2[C:16](=[O:17])[C:15]([CH2:18][C:19]3[CH:24]=[CH:23][C:22]([C:25]4[CH:30]=[CH:29][CH:28]=[CH:27][C:26]=4[C:31]#[N:32])=[CH:21][CH:20]=3)=[C:14]([CH2:33][CH2:34][CH3:35])[N:13]3[N:36]=[CH:37][N:38]=[C:12]23)[CH2:8]1)C.[CH2:40]([Mg]Br)[CH3:41].[Cl-].[NH4+].O1CC[CH2:48][CH2:47]1. (2) Given the product [O:17]=[C:4]1[CH2:3][C:11]2[C:6](=[CH:7][CH:8]=[C:9]([C:12]([O:14][CH2:15][CH3:16])=[O:13])[CH:10]=2)[NH:5]1, predict the reactants needed to synthesize it. The reactants are: CS[CH:3]1[C:11]2[C:6](=[CH:7][CH:8]=[C:9]([C:12]([O:14][CH2:15][CH3:16])=[O:13])[CH:10]=2)[NH:5][C:4]1=[O:17]. (3) Given the product [NH2:1][CH2:4][C@@H:5]([C:7]1[C:15]2[S:14][C:13](=[O:16])[NH:12][C:11]=2[C:10]([O:17][CH2:18][C:19]2[CH:20]=[CH:21][CH:22]=[CH:23][CH:24]=2)=[CH:9][CH:8]=1)[OH:6], predict the reactants needed to synthesize it. The reactants are: [N:1]([CH2:4][C@@H:5]([C:7]1[C:15]2[S:14][C:13](=[O:16])[NH:12][C:11]=2[C:10]([O:17][CH2:18][C:19]2[CH:24]=[CH:23][CH:22]=[CH:21][CH:20]=2)=[CH:9][CH:8]=1)[OH:6])=[N+]=[N-].[H][H]. (4) The reactants are: [C:1]([O:4][C@@H:5]1[C@@H:10]([CH3:11])[CH2:9][C@@H:8]([C:12]2[CH:17]=[CH:16][N:15]=[CH:14][C:13]=2[NH2:18])[CH2:7][C@H:6]1[NH:19][C:20]([O:22][C:23]([CH3:26])([CH3:25])[CH3:24])=[O:21])(=[O:3])[CH3:2].[C:27](N1C=CN=C1)(N1C=CN=C1)=[S:28]. Given the product [C:1]([O:4][C@@H:5]1[C@@H:10]([CH3:11])[CH2:9][C@@H:8]([C:12]2[CH:17]=[CH:16][N:15]=[CH:14][C:13]=2[N:18]=[C:27]=[S:28])[CH2:7][C@H:6]1[NH:19][C:20]([O:22][C:23]([CH3:25])([CH3:24])[CH3:26])=[O:21])(=[O:3])[CH3:2], predict the reactants needed to synthesize it. (5) Given the product [Br:1][C:2]1[CH:3]=[C:4]([Cl:10])[C:5]([CH:8]=[O:9])=[N:6][CH:7]=1, predict the reactants needed to synthesize it. The reactants are: [Br:1][C:2]1[CH:3]=[C:4]([Cl:10])[C:5]([CH2:8][OH:9])=[N:6][CH:7]=1. (6) Given the product [Br:30][C:15]([CH3:17])([CH3:16])[CH2:14][CH2:13][CH2:12][C@@:7]1([CH3:11])[C@@H:6]2[C:5]([O:37][CH3:34])([O:23][CH3:24])[C@@:4]([CH2:25][CH:26]=[C:27]([CH3:28])[CH3:29])([C:3]([O:2][CH3:1])=[CH:21][C:20]2=[O:22])[CH2:10][C@@H:8]1[OH:9], predict the reactants needed to synthesize it. The reactants are: [CH3:1][O:2][C:3]1[C@@:4]2([CH2:25][CH:26]=[C:27]([CH3:29])[CH3:28])[CH2:10][CH:8]3[O:9][C@@:5]2([O:23][CH3:24])[C@H:6]([C:20](=[O:22])[CH:21]=1)[C@@:7]3([CH2:12][CH2:13][CH2:14][C:15](OC)([CH3:17])[CH3:16])[CH3:11].[Br:30]B(C)C.[C:34]([O-:37])(O)=O.[Na+].